Dataset: Full USPTO retrosynthesis dataset with 1.9M reactions from patents (1976-2016). Task: Predict the reactants needed to synthesize the given product. (1) The reactants are: C(OC(=O)[NH:7][C:8]1[CH:13]=[CH:12][C:11]([C:14]2[CH:18]=[CH:17][S:16][CH:15]=2)=[CH:10][C:9]=1[NH:19][C:20](=[O:32])[CH2:21][C:22]([C:24]1[CH:29]=[CH:28][CH:27]=[C:26]([C:30]#[N:31])[CH:25]=1)=O)(C)(C)C.C(O)(C(F)(F)F)=O. Given the product [O:32]=[C:20]1[CH2:21][C:22]([C:24]2[CH:25]=[C:26]([CH:27]=[CH:28][CH:29]=2)[C:30]#[N:31])=[N:7][C:8]2[CH:13]=[CH:12][C:11]([C:14]3[CH:18]=[CH:17][S:16][CH:15]=3)=[CH:10][C:9]=2[NH:19]1, predict the reactants needed to synthesize it. (2) The reactants are: [CH2:1]([O:3][C:4]1[CH:9]=[C:8](/[CH:10]=[CH:11]/[C:12]([O:14]C)=[O:13])[CH:7]=[CH:6][C:5]=1[C:16]1[CH:21]=[CH:20][C:19]([O:22][CH3:23])=[CH:18][CH:17]=1)[CH3:2].[OH-].[K+]. Given the product [CH2:1]([O:3][C:4]1[CH:9]=[C:8](/[CH:10]=[CH:11]/[C:12]([OH:14])=[O:13])[CH:7]=[CH:6][C:5]=1[C:16]1[CH:17]=[CH:18][C:19]([O:22][CH3:23])=[CH:20][CH:21]=1)[CH3:2], predict the reactants needed to synthesize it. (3) The reactants are: [CH3:1][O:2][C:3]([C:5]1[CH:14]=[CH:13][C:12]2[C:7](=[CH:8][CH:9]=[C:10]([O:15][CH3:16])[CH:11]=2)[CH:6]=1)=[O:4].CN([CH:20]=[O:21])C.O=P(Cl)(Cl)Cl.C([O-])([O-])=O.[Na+].[Na+]. Given the product [CH3:1][O:2][C:3]([C:5]1[CH:14]=[CH:13][C:12]2[C:7](=[CH:8][CH:9]=[C:10]([O:15][CH3:16])[C:11]=2[CH:20]=[O:21])[CH:6]=1)=[O:4], predict the reactants needed to synthesize it.